Dataset: Forward reaction prediction with 1.9M reactions from USPTO patents (1976-2016). Task: Predict the product of the given reaction. (1) Given the reactants [C:1]1([S:7]([C:10]2[CH:11]=[C:12]3[C:17](=[CH:18][CH:19]=2)[CH:16]([CH2:20][NH2:21])[CH2:15][CH2:14][CH2:13]3)(=[O:9])=[O:8])[CH:6]=[CH:5][CH:4]=[CH:3][CH:2]=1.Cl.[N:23]1([C:28](N)=[NH:29])C=CC=N1.C(N(CC)C(C)C)C.O, predict the reaction product. The product is: [C:1]1([S:7]([C:10]2[CH:11]=[C:12]3[C:17](=[CH:18][CH:19]=2)[CH:16]([CH2:20][NH:21][C:28]([NH2:29])=[NH:23])[CH2:15][CH2:14][CH2:13]3)(=[O:9])=[O:8])[CH:2]=[CH:3][CH:4]=[CH:5][CH:6]=1. (2) The product is: [CH2:34]([CH:33]([C:32]1[C:27]2[N:28]([C:24]([C:22]3[S:23][C:19]([C:2]4[CH:3]=[N:4][CH:5]=[CH:6][CH:7]=4)=[CH:20][C:21]=3[O:40][CH3:41])=[C:25]([CH3:39])[N:26]=2)[N:29]=[C:30]([CH3:38])[CH:31]=1)[CH2:36][CH3:37])[CH3:35]. Given the reactants I[C:2]1[CH:3]=[N:4][CH:5]=[CH:6][CH:7]=1.C1COCC1.[Li]C(C)(C)C.Br[C:19]1[S:23][C:22]([C:24]2[N:28]3[N:29]=[C:30]([CH3:38])[CH:31]=[C:32]([CH:33]([CH2:36][CH3:37])[CH2:34][CH3:35])[C:27]3=[N:26][C:25]=2[CH3:39])=[C:21]([O:40][CH3:41])[CH:20]=1, predict the reaction product. (3) Given the reactants [Cl:1][C:2]1[CH:7]=[C:6]([C:8]([F:11])([F:10])[F:9])[CH:5]=[C:4]([N+:12]([O-])=O)[C:3]=1[OH:15].[H][H], predict the reaction product. The product is: [NH2:12][C:4]1[CH:5]=[C:6]([C:8]([F:9])([F:10])[F:11])[CH:7]=[C:2]([Cl:1])[C:3]=1[OH:15]. (4) The product is: [C:4]([O:3][C:1](=[O:2])[N:8]([CH:9]([C:11](=[O:13])[NH:86][CH:81]([C:80]([N:77]1[CH2:78][CH2:79][CH:60]2[N:59]([C:57](=[O:58])[CH2:56][NH:55][C:54]([O:53][CH2:46][C:47]3[CH:48]=[CH:49][CH:50]=[CH:51][CH:52]=3)=[O:88])[CH2:63][CH:62]([C:64](=[O:76])[NH:65][C:66]3[C:75]4[C:70](=[CH:71][CH:72]=[CH:73][CH:74]=4)[CH:69]=[CH:68][CH:67]=3)[CH:61]12)=[O:87])[C:82]([CH3:83])([CH3:84])[CH3:85])[CH3:10])[CH3:14])([CH3:5])([CH3:6])[CH3:7]. Given the reactants [C:1]([N:8]([CH3:14])[C@H:9]([C:11]([OH:13])=O)[CH3:10])([O:3][C:4]([CH3:7])([CH3:6])[CH3:5])=[O:2].CN(C(ON1N=NC2C=CC=NC1=2)=[N+](C)C)C.F[P-](F)(F)(F)(F)F.CN1CCOCC1.[CH2:46]([O:53][C:54](=[O:88])[NH:55][CH2:56][C:57]([N:59]1[CH2:63][CH:62]([C:64](=[O:76])[NH:65][C:66]2[C:75]3[C:70](=[CH:71][CH:72]=[CH:73][CH:74]=3)[CH:69]=[CH:68][CH:67]=2)[CH:61]2[N:77]([C:80](=[O:87])[CH:81]([NH2:86])[C:82]([CH3:85])([CH3:84])[CH3:83])[CH2:78][CH2:79][CH:60]12)=[O:58])[C:47]1[CH:52]=[CH:51][CH:50]=[CH:49][CH:48]=1, predict the reaction product. (5) Given the reactants Cl.[O:2]=[C:3]1[C:11]2[C:10]([C:12]([NH2:14])=[O:13])=[CH:9][CH:8]=[CH:7][C:6]=2[CH2:5][N:4]1[CH:15]1[CH2:20][CH2:19][NH:18][CH2:17][CH2:16]1.[C:21]1(=O)[CH2:26][CH2:25][CH2:24][CH2:23][CH2:22]1.C([O-])(=O)C.[Na+].C([BH3-])#N.[Na+], predict the reaction product. The product is: [CH:21]1([N:18]2[CH2:17][CH2:16][CH:15]([N:4]3[C:3](=[O:2])[C:11]4[C:10]([C:12]([NH2:14])=[O:13])=[CH:9][CH:8]=[CH:7][C:6]=4[CH2:5]3)[CH2:20][CH2:19]2)[CH2:26][CH2:25][CH2:24][CH2:23][CH2:22]1. (6) The product is: [NH2:29][CH:25]1[CH2:26][CH2:27][CH2:28][N:23]([C:20]2[N:21]=[CH:22][C:17]([NH:16][C:5]3[C:4]4[C:9](=[CH:10][CH:11]=[C:2]([C:42]5[CH:41]=[C:40]([Cl:53])[C:39]([OH:54])=[C:38]([Cl:37])[CH:43]=5)[CH:3]=4)[N:8]=[CH:7][C:6]=3[S:12]([CH3:15])(=[O:14])=[O:13])=[CH:18][CH:19]=2)[CH2:24]1. Given the reactants Br[C:2]1[CH:3]=[C:4]2[C:9](=[CH:10][CH:11]=1)[N:8]=[CH:7][C:6]([S:12]([CH3:15])(=[O:14])=[O:13])=[C:5]2[NH:16][C:17]1[CH:18]=[CH:19][C:20]([N:23]2[CH2:28][CH2:27][CH2:26][CH:25]([NH:29]C(=O)OC(C)(C)C)[CH2:24]2)=[N:21][CH:22]=1.[Cl:37][C:38]1[CH:43]=[C:42](B2OC(C)(C)C(C)(C)O2)[CH:41]=[C:40]([Cl:53])[C:39]=1[OH:54].C([O-])([O-])=O.[Cs+].[Cs+], predict the reaction product.